Dataset: CYP2D6 inhibition data for predicting drug metabolism from PubChem BioAssay. Task: Regression/Classification. Given a drug SMILES string, predict its absorption, distribution, metabolism, or excretion properties. Task type varies by dataset: regression for continuous measurements (e.g., permeability, clearance, half-life) or binary classification for categorical outcomes (e.g., BBB penetration, CYP inhibition). Dataset: cyp2d6_veith. The compound is CC1CC(C)CN(Cc2nc(N)nc(Nc3ccccc3)n2)C1. The result is 1 (inhibitor).